From a dataset of Full USPTO retrosynthesis dataset with 1.9M reactions from patents (1976-2016). Predict the reactants needed to synthesize the given product. (1) Given the product [O:1]1[CH2:5][CH2:4][N:3]=[C:2]1[C:6]([NH2:9])([CH3:8])[CH3:7], predict the reactants needed to synthesize it. The reactants are: [O:1]1[CH:5]=[CH:4][N:3]=[C:2]1[C:6]([NH:9]C(=O)OCC1C=CC=CC=1)([CH3:8])[CH3:7].[H][H]. (2) Given the product [CH3:1][O:2][C:3]1[CH:8]=[CH:7][C:6]([N:9]2[CH2:10][CH2:11][O:12][CH2:13][CH2:14]2)=[CH:5][C:4]=1[NH2:15], predict the reactants needed to synthesize it. The reactants are: [CH3:1][O:2][C:3]1[CH:8]=[CH:7][C:6]([N:9]2[CH2:14][CH2:13][O:12][CH2:11][CH2:10]2)=[CH:5][C:4]=1[N+:15]([O-])=O.CO. (3) Given the product [C:1]([O:5][C:6](=[O:20])[NH:7][C@H:8]1[CH2:11][C@H:10]([N:12]2[C:13]3=[N:14][CH:15]=[CH:16][CH:17]=[C:18]3[N:19]=[C:21]2[O:22][CH3:23])[CH2:9]1)([CH3:4])([CH3:2])[CH3:3], predict the reactants needed to synthesize it. The reactants are: [C:1]([O:5][C:6](=[O:20])[NH:7][C@H:8]1[CH2:11][C@H:10]([NH:12][C:13]2[C:18]([NH2:19])=[CH:17][CH:16]=[CH:15][N:14]=2)[CH2:9]1)([CH3:4])([CH3:3])[CH3:2].[C:21](OC)(OC)(OC)[O:22][CH3:23].C(O)(=O)CC. (4) Given the product [CH3:23][N:24]([CH3:25])[C:2]1[C:11]2[C:6](=[CH:7][CH:8]=[C:9]3[S:14][C:13]([CH3:15])=[N:12][C:10]3=2)[N:5]=[C:4]([C:16]2[CH:21]=[CH:20][CH:19]=[C:18]([F:22])[CH:17]=2)[CH:3]=1, predict the reactants needed to synthesize it. The reactants are: Cl[C:2]1[C:11]2[C:6](=[CH:7][CH:8]=[C:9]3[S:14][C:13]([CH3:15])=[N:12][C:10]3=2)[N:5]=[C:4]([C:16]2[CH:21]=[CH:20][CH:19]=[C:18]([F:22])[CH:17]=2)[CH:3]=1.[CH3:23][NH:24][CH3:25]. (5) Given the product [C:23]([O:22][C:20](=[O:21])[NH:19][C@H:15]([C:16](=[O:18])[NH2:17])[CH2:14][CH2:13][CH2:12][CH2:11][NH2:10])([CH3:26])([CH3:24])[CH3:25], predict the reactants needed to synthesize it. The reactants are: C(OC(=O)[NH:10][CH2:11][CH2:12][CH2:13][CH2:14][C@H:15]([NH:19][C:20]([O:22][C:23]([CH3:26])([CH3:25])[CH3:24])=[O:21])[C:16](=[O:18])[NH2:17])C1C=CC=CC=1.